From a dataset of Full USPTO retrosynthesis dataset with 1.9M reactions from patents (1976-2016). Predict the reactants needed to synthesize the given product. (1) Given the product [CH2:8]([O:26][C:25](=[O:27])[N:24]([CH2:23][C:34]1[CH:60]=[CH:59][C:37]2[N:38]([CH2:53][CH:54]3[CH2:58][CH2:57][CH2:56][N:55]3[C:10](=[O:9])[CH:12]=[CH2:61])[C:39]([NH:41][C:42](=[O:52])[C:43]3[CH:44]=[CH:45][C:46]([CH:49]([F:51])[F:50])=[CH:47][CH:48]=3)=[N:40][C:36]=2[CH:35]=1)[C@H:28]([C:30]([CH3:31])([CH3:32])[CH3:33])[CH3:29])[C:2]1[CH:7]=[CH:6][CH:5]=[CH:4][CH:3]=1, predict the reactants needed to synthesize it. The reactants are: [Cl-].[C:2]1([CH3:8])[CH:7]=[CH:6][CH:5]=[CH:4][CH:3]=1.[OH:9][C:10]([C:12](F)(F)F)=O.C([CH:23]([C:34]1[CH:60]=[CH:59][C:37]2[N:38]([CH2:53][CH:54]3[CH2:58][CH2:57][CH2:56][NH:55]3)[C:39]([NH:41][C:42](=[O:52])[C:43]3[CH:48]=[CH:47][C:46]([CH:49]([F:51])[F:50])=[CH:45][CH:44]=3)=[N:40][C:36]=2[CH:35]=1)[N:24]([C@H:28]([C:30]([CH3:33])([CH3:32])[CH3:31])[CH3:29])[C:25](=[O:27])[OH:26])C1C=CC=CC=1.[C:61](=O)([O-])[O-].[Cs+].[Cs+]. (2) Given the product [CH3:1][C:2]1[C:7]([CH3:8])=[CH:6][CH:5]=[CH:4][C:3]=1[C:9]1[CH:14]=[CH:13][CH:12]=[CH:11][C:10]=1[CH2:15][CH2:16][C:17]([N:23]([CH:20]([CH3:22])[CH3:21])[NH:24][C:25](=[O:37])[C:26]1[CH:31]=[CH:30][CH:29]=[CH:28][C:27]=1[O:32][CH2:33][CH2:34][O:35][CH3:36])=[O:18], predict the reactants needed to synthesize it. The reactants are: [CH3:1][C:2]1[C:7]([CH3:8])=[CH:6][CH:5]=[CH:4][C:3]=1[C:9]1[CH:14]=[CH:13][CH:12]=[CH:11][C:10]=1[CH2:15][CH2:16][C:17](O)=[O:18].[CH:20]([NH:23][NH:24][C:25](=[O:37])[C:26]1[CH:31]=[CH:30][CH:29]=[CH:28][C:27]=1[O:32][CH2:33][CH2:34][O:35][CH3:36])([CH3:22])[CH3:21].C(N(CC)CC)C.C1C=CC2N(O)N=NC=2C=1.CCN=C=NCCCN(C)C. (3) Given the product [C:15]([O:14][CH:8]([C:4]1[C:3]([C:19]2[CH:20]=[CH:21][C:22]3[O:27][CH2:26][CH2:25][CH2:24][C:23]=3[CH:28]=2)=[C:2]([N:29]2[CH:33]=[CH:32][CH:31]=[N:30]2)[S:6][C:5]=1[CH3:7])[C:9]([O:11][CH2:12][CH3:13])=[O:10])([CH3:18])([CH3:17])[CH3:16], predict the reactants needed to synthesize it. The reactants are: Br[C:2]1[S:6][C:5]([CH3:7])=[C:4]([CH:8]([O:14][C:15]([CH3:18])([CH3:17])[CH3:16])[C:9]([O:11][CH2:12][CH3:13])=[O:10])[C:3]=1[C:19]1[CH:20]=[CH:21][C:22]2[O:27][CH2:26][CH2:25][CH2:24][C:23]=2[CH:28]=1.[NH:29]1[CH:33]=[CH:32][CH:31]=[N:30]1.C(=O)([O-])[O-].[K+].[K+].CN[C@@H]1CCCC[C@H]1NC. (4) The reactants are: O[C:2]1C2C(=CC(OC)=CC=2)N=C(C2SC=C(C(C)C)N=2)C=1.C(O)(=O)CCCCCC=C.N1CCC[C@H]1C(O)=O.[CH:40]([C:43]1[N:44]=[C:45]([C:48]2[CH:57]=[C:56]([O:58][CH:59]3[CH2:77][CH:76]4[N:61]([C:62](=[O:82])C[CH2:64][CH2:65][CH2:66][CH2:67][CH2:68][CH:69]=[CH:70][CH:71]5[C:73]([C:79]([OH:81])=[O:80])([NH:74][C:75]4=[O:78])[CH2:72]5)[CH2:60]3)[C:55]3[C:50](=[CH:51][C:52]([O:83][CH3:84])=[CH:53][CH:54]=3)[N:49]=2)[S:46][CH:47]=1)([CH3:42])[CH3:41]. Given the product [CH:40]([C:43]1[N:44]=[C:45]([C:48]2[CH:57]=[C:56]([O:58][CH:59]3[CH2:77][CH:76]4[N:61]([C:62](=[O:82])[CH2:64][CH2:65][CH2:66][CH2:67][CH2:68][CH:69]=[CH:70][CH:71]5[C:73]([C:79]([OH:81])=[O:80])([NH:74][C:75]4=[O:78])[CH2:72]5)[CH2:60]3)[C:55]3[C:50](=[C:51]([CH3:2])[C:52]([O:83][CH3:84])=[CH:53][CH:54]=3)[N:49]=2)[S:46][CH:47]=1)([CH3:42])[CH3:41], predict the reactants needed to synthesize it. (5) Given the product [CH3:16][C:5]1[N:6]([S:7]([C:10]2[CH:15]=[CH:14][CH:13]=[CH:12][CH:11]=2)(=[O:9])=[O:8])[C:2]([C:21]2[CH:20]=[N:19][CH:24]=[CH:23][CH:22]=2)=[CH:3][C:4]=1[CH:17]=[O:18], predict the reactants needed to synthesize it. The reactants are: Br[C:2]1[N:6]([S:7]([C:10]2[CH:15]=[CH:14][CH:13]=[CH:12][CH:11]=2)(=[O:9])=[O:8])[C:5]([CH3:16])=[C:4]([CH:17]=[O:18])[CH:3]=1.[N:19]1[CH:24]=[CH:23][CH:22]=[C:21](B(O)O)[CH:20]=1.C(=O)([O-])[O-].[Na+].[Na+]. (6) Given the product [Br:1][C:2]1[CH:3]=[CH:4][C:5]([O:6][CH2:7][CH:8]2[CH2:9][CH2:10][N:11]([CH2:14][C:16]3([C:19]([F:22])([F:20])[F:21])[CH2:17][CH2:18]3)[CH2:12][CH2:13]2)=[CH:23][CH:24]=1, predict the reactants needed to synthesize it. The reactants are: [Br:1][C:2]1[CH:24]=[CH:23][C:5]([O:6][CH2:7][CH:8]2[CH2:13][CH2:12][N:11]([C:14]([C:16]3([C:19]([F:22])([F:21])[F:20])[CH2:18][CH2:17]3)=O)[CH2:10][CH2:9]2)=[CH:4][CH:3]=1.[H-].[H-].[H-].[H-].[Li+].[Al+3].